Dataset: Forward reaction prediction with 1.9M reactions from USPTO patents (1976-2016). Task: Predict the product of the given reaction. (1) Given the reactants [F:1][C:2]([F:30])([F:29])[C:3]1[CH:8]=[C:7]([C:9]([F:12])([F:11])[F:10])[CH:6]=[CH:5][C:4]=1[C:13]1[CH:17]=[C:16]([CH2:18][N:19]2[CH:24]=[C:23]3[N:25]=[C:26](Br)[N:27]=[C:22]3[CH:21]=[N:20]2)[O:15][N:14]=1.[F:31][C:32]1[CH:37]=[C:36]([F:38])[CH:35]=[CH:34][C:33]=1B(O)O, predict the reaction product. The product is: [F:1][C:2]([F:30])([F:29])[C:3]1[CH:8]=[C:7]([C:9]([F:12])([F:11])[F:10])[CH:6]=[CH:5][C:4]=1[C:13]1[CH:17]=[C:16]([CH2:18][N:19]2[CH:24]=[C:23]3[N:25]=[C:26]([C:35]4[CH:34]=[CH:33][C:32]([F:31])=[CH:37][C:36]=4[F:38])[N:27]=[C:22]3[CH:21]=[N:20]2)[O:15][N:14]=1. (2) Given the reactants Cl[C:2]1[CH:11]=[CH:10][C:9]2[C:8]([NH2:12])=[C:7]([Cl:13])[CH:6]=[CH:5][C:4]=2[N:3]=1.[NH:14]1[CH2:19][CH2:18][CH:17]([C:20]([O:22][CH2:23][CH3:24])=[O:21])[CH2:16][CH2:15]1, predict the reaction product. The product is: [CH2:23]([O:22][C:20]([CH:17]1[CH2:18][CH2:19][N:14]([C:2]2[CH:11]=[CH:10][C:9]3[C:4](=[CH:5][CH:6]=[C:7]([Cl:13])[C:8]=3[NH2:12])[N:3]=2)[CH2:15][CH2:16]1)=[O:21])[CH3:24]. (3) Given the reactants [CH3:1][N:2]([CH3:26])[C:3]1[CH:8]=[CH:7][C:6]([CH:9]([C:19]2[CH:24]=[CH:23][CH:22]=[CH:21][C:20]=2[CH3:25])[CH2:10][C:11]([C:13]2[CH:18]=[CH:17][N:16]=[CH:15][CH:14]=2)=O)=[CH:5][CH:4]=1.Cl.[NH2:28][OH:29].C([O-])(O)=O.[Na+], predict the reaction product. The product is: [CH3:1][N:2]([CH3:26])[C:3]1[CH:8]=[CH:7][C:6]([CH:9]([C:19]2[CH:24]=[CH:23][CH:22]=[CH:21][C:20]=2[CH3:25])[CH2:10]/[C:11](/[C:13]2[CH:18]=[CH:17][N:16]=[CH:15][CH:14]=2)=[N:28]\[OH:29])=[CH:5][CH:4]=1. (4) Given the reactants [Cl:1][C:2]1[C:7]([O:8][CH3:9])=[CH:6][C:5]([O:10][CH3:11])=[CH:4][C:3]=1[C:12]1[C:23](=[O:24])[N:22]([CH2:25][C:26]([CH3:37])([C:28]2[CH:33]=[CH:32][C:31]([N+:34]([O-:36])=[O:35])=[CH:30][CH:29]=2)[CH3:27])[C:15]2[N:16]=[C:17]([S:20][CH3:21])[N:18]=[CH:19][C:14]=2[CH:13]=1.C1C=C(Cl)C=C(C(OO)=[O:46])C=1.[O-]S([O-])(=S)=O.[Na+].[Na+].C([O-])([O-])=O.[Na+].[Na+], predict the reaction product. The product is: [Cl:1][C:2]1[C:7]([O:8][CH3:9])=[CH:6][C:5]([O:10][CH3:11])=[CH:4][C:3]=1[C:12]1[C:23](=[O:24])[N:22]([CH2:25][C:26]([CH3:37])([C:28]2[CH:33]=[CH:32][C:31]([N+:34]([O-:36])=[O:35])=[CH:30][CH:29]=2)[CH3:27])[C:15]2[N:16]=[C:17]([S:20]([CH3:21])=[O:46])[N:18]=[CH:19][C:14]=2[CH:13]=1. (5) Given the reactants Br[C:2]1[N:7]=[CH:6][C:5]([C:8]2[CH:9]=[N:10][C:11]([NH2:26])=[C:12]([O:14][CH:15]([C:17]3[C:22]([Cl:23])=[CH:21][CH:20]=[C:19]([F:24])[C:18]=3[Cl:25])[CH3:16])[CH:13]=2)=[CH:4][CH:3]=1.[N:27]1([CH:32]2[CH2:37][CH2:36][NH:35][CH2:34][CH2:33]2)[CH2:31][CH2:30][CH2:29][CH2:28]1, predict the reaction product. The product is: [Cl:25][C:18]1[C:19]([F:24])=[CH:20][CH:21]=[C:22]([Cl:23])[C:17]=1[CH:15]([O:14][C:12]1[CH:13]=[C:8]([C:5]2[CH:4]=[CH:3][C:2]([N:35]3[CH2:36][CH2:37][CH:32]([N:27]4[CH2:31][CH2:30][CH2:29][CH2:28]4)[CH2:33][CH2:34]3)=[N:7][CH:6]=2)[CH:9]=[N:10][C:11]=1[NH2:26])[CH3:16]. (6) Given the reactants [NH:1]1[CH2:6][CH2:5][CH2:4][CH2:3][CH2:2]1.Cl.C(N=C=NCCCN(C)C)C.[CH3:19][O:20][C:21]1[C:22](=[O:50])[C:23]([CH3:49])=[C:24]([CH2:30][C:31]2[CH:32]=[CH:33][C:34]([O:40][C:41]3[CH:46]=[CH:45][CH:44]=[C:43]([O:47][CH3:48])[CH:42]=3)=[C:35]([CH:39]=2)[C:36](O)=[O:37])[C:25](=[O:29])[C:26]=1[O:27][CH3:28], predict the reaction product. The product is: [CH3:19][O:20][C:21]1[C:22](=[O:50])[C:23]([CH3:49])=[C:24]([CH2:30][C:31]2[CH:32]=[CH:33][C:34]([O:40][C:41]3[CH:46]=[CH:45][CH:44]=[C:43]([O:47][CH3:48])[CH:42]=3)=[C:35]([CH:39]=2)[C:36]([N:1]2[CH2:6][CH2:5][CH2:4][CH2:3][CH2:2]2)=[O:37])[C:25](=[O:29])[C:26]=1[O:27][CH3:28].